Dataset: NCI-60 drug combinations with 297,098 pairs across 59 cell lines. Task: Regression. Given two drug SMILES strings and cell line genomic features, predict the synergy score measuring deviation from expected non-interaction effect. (1) Drug 1: CC(C1=C(C=CC(=C1Cl)F)Cl)OC2=C(N=CC(=C2)C3=CN(N=C3)C4CCNCC4)N. Drug 2: C1=NC2=C(N=C(N=C2N1C3C(C(C(O3)CO)O)O)F)N. Cell line: TK-10. Synergy scores: CSS=0.325, Synergy_ZIP=-2.55, Synergy_Bliss=-4.56, Synergy_Loewe=-5.02, Synergy_HSA=-5.19. (2) Drug 1: CCC1(CC2CC(C3=C(CCN(C2)C1)C4=CC=CC=C4N3)(C5=C(C=C6C(=C5)C78CCN9C7C(C=CC9)(C(C(C8N6C=O)(C(=O)OC)O)OC(=O)C)CC)OC)C(=O)OC)O.OS(=O)(=O)O. Drug 2: C1=NC2=C(N=C(N=C2N1C3C(C(C(O3)CO)O)O)F)N. Cell line: MDA-MB-231. Synergy scores: CSS=30.5, Synergy_ZIP=-11.7, Synergy_Bliss=-1.83, Synergy_Loewe=-23.4, Synergy_HSA=0.650. (3) Drug 1: CC1=C2C(C(=O)C3(C(CC4C(C3C(C(C2(C)C)(CC1OC(=O)C(C(C5=CC=CC=C5)NC(=O)OC(C)(C)C)O)O)OC(=O)C6=CC=CC=C6)(CO4)OC(=O)C)OC)C)OC. Drug 2: C1=CC(=C2C(=C1NCCNCCO)C(=O)C3=C(C=CC(=C3C2=O)O)O)NCCNCCO. Cell line: K-562. Synergy scores: CSS=65.5, Synergy_ZIP=0.530, Synergy_Bliss=-5.53, Synergy_Loewe=-4.09, Synergy_HSA=-0.564. (4) Drug 1: CC1OCC2C(O1)C(C(C(O2)OC3C4COC(=O)C4C(C5=CC6=C(C=C35)OCO6)C7=CC(=C(C(=C7)OC)O)OC)O)O. Drug 2: C1=NC2=C(N=C(N=C2N1C3C(C(C(O3)CO)O)O)F)N. Cell line: RXF 393. Synergy scores: CSS=19.7, Synergy_ZIP=2.23, Synergy_Bliss=0.391, Synergy_Loewe=-7.86, Synergy_HSA=-0.267. (5) Drug 1: CC12CCC3C(C1CCC2=O)CC(=C)C4=CC(=O)C=CC34C. Drug 2: CCC1(CC2CC(C3=C(CCN(C2)C1)C4=CC=CC=C4N3)(C5=C(C=C6C(=C5)C78CCN9C7C(C=CC9)(C(C(C8N6C)(C(=O)OC)O)OC(=O)C)CC)OC)C(=O)OC)O.OS(=O)(=O)O. Cell line: DU-145. Synergy scores: CSS=60.7, Synergy_ZIP=2.13, Synergy_Bliss=1.01, Synergy_Loewe=-25.2, Synergy_HSA=3.82. (6) Drug 1: CC1C(C(=O)NC(C(=O)N2CCCC2C(=O)N(CC(=O)N(C(C(=O)O1)C(C)C)C)C)C(C)C)NC(=O)C3=C4C(=C(C=C3)C)OC5=C(C(=O)C(=C(C5=N4)C(=O)NC6C(OC(=O)C(N(C(=O)CN(C(=O)C7CCCN7C(=O)C(NC6=O)C(C)C)C)C)C(C)C)C)N)C. Drug 2: CCC(=C(C1=CC=CC=C1)C2=CC=C(C=C2)OCCN(C)C)C3=CC=CC=C3.C(C(=O)O)C(CC(=O)O)(C(=O)O)O. Cell line: NCI-H226. Synergy scores: CSS=17.6, Synergy_ZIP=13.4, Synergy_Bliss=14.0, Synergy_Loewe=4.26, Synergy_HSA=12.6. (7) Drug 1: C1=NC(=NC(=O)N1C2C(C(C(O2)CO)O)O)N. Drug 2: N.N.Cl[Pt+2]Cl. Cell line: NCI/ADR-RES. Synergy scores: CSS=27.0, Synergy_ZIP=2.85, Synergy_Bliss=6.46, Synergy_Loewe=-0.848, Synergy_HSA=4.16.